Dataset: Full USPTO retrosynthesis dataset with 1.9M reactions from patents (1976-2016). Task: Predict the reactants needed to synthesize the given product. (1) Given the product [CH3:1][O:2][C:3]1[CH:13]=[CH:12][C:6]2[CH2:7][CH2:8][S:9][C:5]=2[CH:4]=1, predict the reactants needed to synthesize it. The reactants are: [CH3:1][O:2][C:3]1[CH:13]=[CH:12][C:6]2[CH2:7][CH2:8][S:9](=O)(=O)[C:5]=2[CH:4]=1.[Li].O.Cl. (2) Given the product [CH3:18][N:19](/[CH:21]=[N:1]/[C:2]1[CH:3]=[CH:4][C:5]2[N:6]([CH:8]=[C:9]([C:11]([O:13][CH2:14][CH3:15])=[O:12])[N:10]=2)[C:7]=1[CH3:24])[CH3:20], predict the reactants needed to synthesize it. The reactants are: [NH2:1][C:2]1[CH:3]=[CH:4][C:5]2[N:6]([CH:8]=[C:9]([C:11]([O:13][CH2:14][CH3:15])=[O:12])[N:10]=2)[CH:7]=1.CO[CH:18](OC)[N:19]([CH3:21])[CH3:20].[CH3:24]CCCC. (3) Given the product [CH3:1][O:2][C:3]1[N:4]=[CH:5][CH:6]=[C:7]2[CH:11]=[C:10]([CH3:13])[O:9][C:8]=12, predict the reactants needed to synthesize it. The reactants are: [CH3:1][O:2][C:3]1[N:4]=[CH:5][CH:6]=[C:7]2[CH:11]=[CH:10][O:9][C:8]=12.[Li][CH2:13]CCC.CI.